This data is from Reaction yield outcomes from USPTO patents with 853,638 reactions. The task is: Predict the reaction yield, written as a fraction of the theoretical maximum amount of product (1.0 means a 100% yield; for example, 0.34 means a 34% yield). (1) The reactants are [OH:1][C:2]1[CH:11]=[C:10]2[C:5]([C:6]([O:12][C:13]3[CH:18]=[CH:17][C:16]([NH:19][C:20](=[O:27])[C:21]4[CH:26]=[CH:25][CH:24]=[CH:23][CH:22]=4)=[CH:15][CH:14]=3)=[CH:7][CH:8]=[N:9]2)=[CH:4][C:3]=1[O:28][CH3:29].[CH:30]1([O:36][C:37](=[O:50])[C@@H:38]([NH:42][C:43]([O:45][C:46]([CH3:49])([CH3:48])[CH3:47])=[O:44])[CH2:39][CH2:40]Br)[CH2:35][CH2:34][CH2:33][CH2:32][CH2:31]1.C([O-])([O-])=O.[K+].[K+]. The catalyst is CN(C=O)C. The product is [CH:30]1([O:36][C:37](=[O:50])[C@@H:38]([NH:42][C:43]([O:45][C:46]([CH3:49])([CH3:48])[CH3:47])=[O:44])[CH2:39][CH2:40][O:1][C:2]2[CH:11]=[C:10]3[C:5]([C:6]([O:12][C:13]4[CH:14]=[CH:15][C:16]([NH:19][C:20](=[O:27])[C:21]5[CH:26]=[CH:25][CH:24]=[CH:23][CH:22]=5)=[CH:17][CH:18]=4)=[CH:7][CH:8]=[N:9]3)=[CH:4][C:3]=2[O:28][CH3:29])[CH2:31][CH2:32][CH2:33][CH2:34][CH2:35]1. The yield is 0.620. (2) The reactants are [Br:1][C:2]1[C:7]([OH:8])=[CH:6][CH:5]=[C:4]([CH2:9][OH:10])[N:3]=1.C([O-])([O-])=O.[K+].[K+].Br[CH2:18][CH2:19][O:20][Si:21]([C:24]([CH3:27])([CH3:26])[CH3:25])([CH3:23])[CH3:22]. The catalyst is CN(C=O)C. The product is [Br:1][C:2]1[N:3]=[C:4]([CH2:9][OH:10])[CH:5]=[CH:6][C:7]=1[O:8][CH2:18][CH2:19][O:20][Si:21]([C:24]([CH3:27])([CH3:26])[CH3:25])([CH3:23])[CH3:22]. The yield is 0.520. (3) The reactants are Br[C:2]1[CH:3]=[C:4]([CH3:33])[C:5]([O:8][C:9]2[CH:14]=[C:13]([O:15][CH2:16][CH2:17][O:18][CH3:19])[CH:12]=[CH:11][C:10]=2/[CH:20]=[CH:21]/[C:22]([NH:24][S:25]([CH2:28][CH2:29][CH2:30][CH2:31][CH3:32])(=[O:27])=[O:26])=[O:23])=[N:6][CH:7]=1.OB(O)[C:36]1[CH:41]=[CH:40][CH:39]=[CH:38][CH:37]=1.C(=O)([O-])[O-].[Na+].[Na+].O. The catalyst is COCCOC.C1C=CC([P]([Pd]([P](C2C=CC=CC=2)(C2C=CC=CC=2)C2C=CC=CC=2)([P](C2C=CC=CC=2)(C2C=CC=CC=2)C2C=CC=CC=2)[P](C2C=CC=CC=2)(C2C=CC=CC=2)C2C=CC=CC=2)(C2C=CC=CC=2)C2C=CC=CC=2)=CC=1. The product is [CH3:19][O:18][CH2:17][CH2:16][O:15][C:13]1[CH:12]=[CH:11][C:10](/[CH:20]=[CH:21]/[C:22]([NH:24][S:25]([CH2:28][CH2:29][CH2:30][CH2:31][CH3:32])(=[O:27])=[O:26])=[O:23])=[C:9]([O:8][C:5]2[C:4]([CH3:33])=[CH:3][C:2]([C:36]3[CH:41]=[CH:40][CH:39]=[CH:38][CH:37]=3)=[CH:7][N:6]=2)[CH:14]=1. The yield is 0.650.